From a dataset of NCI-60 drug combinations with 297,098 pairs across 59 cell lines. Regression. Given two drug SMILES strings and cell line genomic features, predict the synergy score measuring deviation from expected non-interaction effect. (1) Drug 1: COC1=CC(=CC(=C1O)OC)C2C3C(COC3=O)C(C4=CC5=C(C=C24)OCO5)OC6C(C(C7C(O6)COC(O7)C8=CC=CS8)O)O. Drug 2: CC1=C2C(C(=O)C3(C(CC4C(C3C(C(C2(C)C)(CC1OC(=O)C(C(C5=CC=CC=C5)NC(=O)C6=CC=CC=C6)O)O)OC(=O)C7=CC=CC=C7)(CO4)OC(=O)C)O)C)OC(=O)C. Cell line: NCI-H226. Synergy scores: CSS=32.0, Synergy_ZIP=-10.7, Synergy_Bliss=-6.38, Synergy_Loewe=-3.87, Synergy_HSA=-1.97. (2) Drug 1: CN(C)C1=NC(=NC(=N1)N(C)C)N(C)C. Drug 2: C1CC(C1)(C(=O)O)C(=O)O.[NH2-].[NH2-].[Pt+2]. Cell line: OVCAR-4. Synergy scores: CSS=22.2, Synergy_ZIP=-6.06, Synergy_Bliss=-1.47, Synergy_Loewe=-14.1, Synergy_HSA=-4.70. (3) Drug 1: CC1=C2C(C(=O)C3(C(CC4C(C3C(C(C2(C)C)(CC1OC(=O)C(C(C5=CC=CC=C5)NC(=O)C6=CC=CC=C6)O)O)OC(=O)C7=CC=CC=C7)(CO4)OC(=O)C)O)C)OC(=O)C. Drug 2: C1=CN(C=N1)CC(O)(P(=O)(O)O)P(=O)(O)O. Cell line: K-562. Synergy scores: CSS=4.89, Synergy_ZIP=1.67, Synergy_Bliss=-2.51, Synergy_Loewe=-28.9, Synergy_HSA=-2.80. (4) Drug 1: C1CCC(CC1)NC(=O)N(CCCl)N=O. Drug 2: CC1=C(C(=O)C2=C(C1=O)N3CC4C(C3(C2COC(=O)N)OC)N4)N. Cell line: SK-MEL-2. Synergy scores: CSS=29.1, Synergy_ZIP=-16.4, Synergy_Bliss=-18.8, Synergy_Loewe=-35.0, Synergy_HSA=-16.5. (5) Drug 1: C1=CC(=CC=C1CC(C(=O)O)N)N(CCCl)CCCl.Cl. Drug 2: CCC1(CC2CC(C3=C(CCN(C2)C1)C4=CC=CC=C4N3)(C5=C(C=C6C(=C5)C78CCN9C7C(C=CC9)(C(C(C8N6C)(C(=O)OC)O)OC(=O)C)CC)OC)C(=O)OC)O.OS(=O)(=O)O. Cell line: HCT116. Synergy scores: CSS=56.9, Synergy_ZIP=-2.92, Synergy_Bliss=1.75, Synergy_Loewe=-25.8, Synergy_HSA=3.00.